This data is from Catalyst prediction with 721,799 reactions and 888 catalyst types from USPTO. The task is: Predict which catalyst facilitates the given reaction. (1) Reactant: [N:1]1([C:6]([N:8]2[CH2:17][CH2:16][C:15]3[C:14]([CH:18]=[O:19])=[C:13]([O:20][CH3:21])[CH:12]=[CH:11][C:10]=3[CH2:9]2)=[O:7])[CH:5]=[CH:4][N:3]=[CH:2]1.[CH3:22][I:23]. Product: [I-:23].[CH:18]([C:14]1[C:13]([O:20][CH3:21])=[CH:12][CH:11]=[C:10]2[C:15]=1[CH2:16][CH2:17][N:8]([C:6]([N:1]1[CH:5]=[CH:4][N+:3]([CH3:22])=[CH:2]1)=[O:7])[CH2:9]2)=[O:19]. The catalyst class is: 10. (2) Reactant: C(N(CC)C(C)C)(C)C.[CH3:10][O:11][C:12]1[CH:21]=[C:20]2[C:15]([N:16]=[CH:17][C:18]([S:22][CH2:23][CH2:24][N:25]3[CH2:30][CH2:29][CH:28]([NH2:31])[CH2:27][CH2:26]3)=[N:19]2)=[CH:14][CH:13]=1.[N+:32]([C:35]1[CH:40]=[CH:39][CH:38]=[CH:37][C:36]=1[S:41](Cl)(=[O:43])=[O:42])([O-:34])=[O:33]. Product: [CH3:10][O:11][C:12]1[CH:21]=[C:20]2[C:15]([N:16]=[CH:17][C:18]([S:22][CH2:23][CH2:24][N:25]3[CH2:26][CH2:27][CH:28]([NH:31][S:41]([C:36]4[CH:37]=[CH:38][CH:39]=[CH:40][C:35]=4[N+:32]([O-:34])=[O:33])(=[O:42])=[O:43])[CH2:29][CH2:30]3)=[N:19]2)=[CH:14][CH:13]=1. The catalyst class is: 4. (3) Reactant: Cl.[OH:2][CH:3]1[O:11][C@H:10]([CH2:12][OH:13])[C@@H:8]([OH:9])[C@H:6]([OH:7])[C@H:4]1[NH2:5].C(N(CC)CC)C.[C:21]([NH:28][C@H:29]([C:31](O)=[O:32])[CH3:30])([O:23][C:24]([CH3:27])([CH3:26])[CH3:25])=[O:22].C(Cl)CCl. Product: [O:32]=[C:31]([NH:5][C@@H:4]1[C@@H:6]([OH:7])[C@H:8]([OH:9])[C@@H:10]([CH2:12][OH:13])[O:11][C@H:3]1[OH:2])[C@@H:29]([NH:28][C:21](=[O:22])[O:23][C:24]([CH3:27])([CH3:26])[CH3:25])[CH3:30]. The catalyst class is: 2. (4) Reactant: [NH2:1][C:2]1[C:3]([C:14]2[CH:22]=[CH:21][C:17]([C:18]([OH:20])=O)=[C:16]([F:23])[CH:15]=2)=[N:4][C:5]([CH:8]2[CH2:13][CH2:12][O:11][CH2:10][CH2:9]2)=[CH:6][N:7]=1.C1C=NC2N(O)N=NC=2C=1.C(Cl)CCl.[NH2:38][C@@H:39]([C:55]1[CH:60]=[CH:59][CH:58]=[C:57]([Cl:61])[CH:56]=1)[CH2:40][N:41]([CH3:54])[S:42]([C:45]1[CH:50]=[CH:49][CH:48]=[CH:47][C:46]=1[N+:51]([O-:53])=[O:52])(=[O:44])=[O:43]. Product: [NH2:1][C:2]1[C:3]([C:14]2[CH:22]=[CH:21][C:17]([C:18]([NH:38][C@@H:39]([C:55]3[CH:60]=[CH:59][CH:58]=[C:57]([Cl:61])[CH:56]=3)[CH2:40][N:41]([CH3:54])[S:42]([C:45]3[CH:50]=[CH:49][CH:48]=[CH:47][C:46]=3[N+:51]([O-:53])=[O:52])(=[O:43])=[O:44])=[O:20])=[C:16]([F:23])[CH:15]=2)=[N:4][C:5]([CH:8]2[CH2:9][CH2:10][O:11][CH2:12][CH2:13]2)=[CH:6][N:7]=1. The catalyst class is: 31. (5) Reactant: [OH:1][C:2]1[CH:3]=[C:4]([CH2:9][C@H:10]([NH:22][C:23]([O:25][C:26]([CH3:29])([CH3:28])[CH3:27])=[O:24])[C:11]([O:13][C@H:14]([CH3:21])[C@H:15]([O:17][C:18](=[O:20])[CH3:19])[CH3:16])=[O:12])[CH:5]=[CH:6][C:7]=1[OH:8].Cl[C:31]([O:33][CH2:34][CH3:35])=[O:32].C(N(CC)CC)C.[C:43]([O:46][CH2:47][CH3:48])(=[O:45])C. Product: [CH2:34]([O:33][C:31]([O:1][C:2]1[CH:3]=[C:4]([CH2:9][C@H:10]([NH:22][C:23]([O:25][C:26]([CH3:27])([CH3:28])[CH3:29])=[O:24])[C:11]([O:13][C@H:14]([CH3:21])[C@H:15]([O:17][C:18](=[O:20])[CH3:19])[CH3:16])=[O:12])[CH:5]=[CH:6][C:7]=1[O:8][C:43]([O:46][CH2:47][CH3:48])=[O:45])=[O:32])[CH3:35]. The catalyst class is: 665. (6) Reactant: [Br:1][C:2]1[CH:11]=[CH:10][C:5]([C:6]([O:8][CH3:9])=[O:7])=[C:4]([O:12][CH2:13][CH2:14][CH2:15][NH:16]C(OC(C)(C)C)=O)[CH:3]=1.FC(F)(F)C(O)=O. Product: [NH2:16][CH2:15][CH2:14][CH2:13][O:12][C:4]1[CH:3]=[C:2]([Br:1])[CH:11]=[CH:10][C:5]=1[C:6]([O:8][CH3:9])=[O:7]. The catalyst class is: 4.